Dataset: Peptide-MHC class I binding affinity with 185,985 pairs from IEDB/IMGT. Task: Regression. Given a peptide amino acid sequence and an MHC pseudo amino acid sequence, predict their binding affinity value. This is MHC class I binding data. (1) The peptide sequence is FPRCRYVHK. The MHC is HLA-B46:01 with pseudo-sequence HLA-B46:01. The binding affinity (normalized) is 0.0847. (2) The peptide sequence is LRTMSYKLAI. The MHC is Mamu-B03 with pseudo-sequence Mamu-B03. The binding affinity (normalized) is 0.364. (3) The peptide sequence is LYTVKYPNL. The binding affinity (normalized) is 0.149. The MHC is H-2-Kd with pseudo-sequence H-2-Kd. (4) The peptide sequence is TLNEYKQLYT. The MHC is HLA-A02:03 with pseudo-sequence HLA-A02:03. The binding affinity (normalized) is 0.385. (5) The peptide sequence is LPDPILQSIL. The MHC is HLA-B07:02 with pseudo-sequence HLA-B07:02. The binding affinity (normalized) is 0.376. (6) The peptide sequence is YSKPWMAFF. The MHC is HLA-A02:03 with pseudo-sequence HLA-A02:03. The binding affinity (normalized) is 0.353.